This data is from Full USPTO retrosynthesis dataset with 1.9M reactions from patents (1976-2016). The task is: Predict the reactants needed to synthesize the given product. Given the product [Br:18][CH2:19][CH2:20][CH2:21][O:8][C:5]1[CH:6]=[CH:7][C:2]([NH2:1])=[C:3]([N+:9]([O-:11])=[O:10])[CH:4]=1, predict the reactants needed to synthesize it. The reactants are: [NH2:1][C:2]1[CH:7]=[CH:6][C:5]([OH:8])=[CH:4][C:3]=1[N+:9]([O-:11])=[O:10].C(=O)([O-])[O-].[Cs+].[Cs+].[Br:18][CH2:19][CH2:20][CH2:21]Br.